From a dataset of Experimentally validated miRNA-target interactions with 360,000+ pairs, plus equal number of negative samples. Binary Classification. Given a miRNA mature sequence and a target amino acid sequence, predict their likelihood of interaction. (1) The miRNA is hsa-miR-3614-3p with sequence UAGCCUUCAGAUCUUGGUGUUUU. The protein sequence of the target gene is MLNVPSQSFPAPRSQQRVASGGRSKVPLKQGRSLMDWIRLTKSGKDLTGLKGRLIEVTEEELKKHNKKDDCWICIRGFVYNVSPYMEYHPGGEDELMRAAGSDGTELFDQVHRWVNYESMLKECLVGRMAIKPAVLKDYREEEKKVLNGMLPKSQVTDTLAKEGPSYPSYDWFQTDSLVTIAIYTKQKDINLDSIIVDHQNDSFRAETIIKDCLYLIHIGLSHEVQEDFSVRVVESVGKIEIVLQKKENTSWDFLGHPLKNHNSLIPRKDTGLYYRKCQLISKEDVTHDTRLFCLMLPPS.... Result: 0 (no interaction). (2) The miRNA is hsa-miR-1248 with sequence ACCUUCUUGUAUAAGCACUGUGCUAAA. The protein sequence of the target gene is MDKLTIISGCLFLAADIFAIASIANPDWINTGESAGALTVGLVRQCQTIHGRDRTCIPPRLPPEWVTTLFFIIMGIISLTVTCGLLVASHWRREATKYARWIAFTGMILFCMAALIFPIGFYINEVGGQPYKLPNNTVVGSSYVLFVLSIFFTIVGLLFAGKVCLPG. Result: 1 (interaction). (3) The miRNA is hsa-miR-518a-5p with sequence CUGCAAAGGGAAGCCCUUUC. The protein sequence of the target gene is MVSYLTSCLSALSTLLLLLGSQLVCPQPSTEHRKVPQRMAVTEGTPEDSGSGSPGVWGSWGPWSACSRSCSGGVMEQTRPCLPSSYRARGGSRPNGRALSITGHVVSAVRTSVPLHRSQEDQRALAGSNASRQGPAVVRGSRHPQARGREPSERRSRTRGPIGPGKYGYGKAPYILPLQTDTTHTPQRLRRQRPSSRHSRSQEASASKQGYRPPTHQFSHSQPLYQSDSGPRSGLPPSEASIYQLPLTHDQSYPAASSLFHRPELSSHHGARPHGAAQAFPQHLRSTAISCIGAYRQYKL.... Result: 0 (no interaction). (4) The miRNA is hsa-miR-8084 with sequence GAAUACUAAGUAAAAAAUCAGUA. The protein sequence of the target gene is MSLWGLISKMSPEKLQRLYVDFPQRLRHLLADWLESQPWEFLVGSDAFCYNMASALLSATVQRLQATAGEQGKGNSILPHISTLESIYQRDPLKLVATIRQILQGEKKAVIEEFRHLPGPFHRKQEELKFTTALGRLQHRVRETRLLRESLQQGAKTGQVSLQNLIDPPVNGPGPSEDLATMLQGTVGDLEATQALVLKRIQIWKRQQQLAGNGTPFEESLAGLQERCESLVEIYSQLQQEIGAASGELEPKTRASLISRLDEVLRTLVTSSFLVEKQPPQVLKTQTKFQAGVRFLLGLQ.... Result: 0 (no interaction). (5) Result: 0 (no interaction). The protein sequence of the target gene is MMMDLFETGSYFFYLDGENVTLQPLEVAEGSPLYPGSDGTLSPCQDQMPQEAGSDSSGEEHVLAPPGLQPPHCPGQCLIWACKTCKRKSAPTDRRKAATLRERRRLKKINEAFEALKRRTVANPNQRLPKVEILRSAISYIERLQDLLHRLDQQEKMQELGVDPYSYKPKQEILEGADFLRTCSPQWPSVSDHSRGLVITAKEGGANVDASASSSLQRLSSIVDSISSEERKLPSVEEVVEK. The miRNA is hsa-miR-1281 with sequence UCGCCUCCUCCUCUCCC. (6) The miRNA is mmu-miR-541-5p with sequence AAGGGAUUCUGAUGUUGGUCACACU. The protein sequence of the target gene is MQWNVPRTMSRLALRTFVEAQKARLFDHHWRIKGPLLVHRGEYRVAWTPHLRKQWLHLSAVQCLAKQRNLLDAQPPQLGTLRQERWEQDILSKRVLSSSSTSQETPSEKKEETDPLQDKSISLYQRFKKTFRQYGKVLIPVHLITSGIWFGTFYYATIKGVNVIPFLEVIGLPDSIVDILKNSQSGNALTAYAMFKIATPARYTVTLGGTSFTVKYLRSHGYMSTPPPVKEYLQGRMEETKELITEKMEETKDRLTEKLQETKGKVSFKKKVE. Result: 1 (interaction). (7) The miRNA is cel-miR-58b-3p with sequence AGAGAUCAACCAUUGAGAUCCAA. The protein sequence of the target gene is MLRRPAPALAPAARLLLAGLLCGGGVWAARVNKHKPWLEPTYHGIVTENDNTVLLDPPLIALDKDAPLRFAESFEVTVTKEGEICGFKIHGQNVPFDAVVVDKSTGEGVIRSKEKLDCELQKDYSFTIQAYDCGKGPDGTNVKKSHKATVHIQVNDVNEYAPVFKEKSYKATVIEGKQYDSILRVEAVDADCSPQFSQICSYEIITPDVPFTVDKDGYIKNTEKLNYGKEHQYKLTVTAYDCGKKRATEDVLVKISIKPTCTPGWQGWNNRIEYEPGTGALAVFPNIHLETCDEPVASVQ.... Result: 0 (no interaction). (8) The miRNA is hsa-miR-3120-3p with sequence CACAGCAAGUGUAGACAGGCA. The protein sequence of the target gene is MGDQQLYKTNHVAHGSENLFYQQPPLGVHSGLNHNYGNAVTGGGMDAPQASPISPHFPQDTRDGLGLPVGSKNLGQMDTSRQGGWGSHAGPGNHVQLRGNLANSNMMWGAPAQAEPTDGYQYTYSQASEIRTQKLTSGVLHKLDSFTQVFANQNLRIQVNNMAQVLHTQSAVMDGAPDSALRQLLSQKPMEPPAPAIPSRYQQVPQQPHPGFTGGLSKPALQVGQHPTQGHLYYDYQQPLAQVPVQGGQPLQAPQMLSQHMQQMQQHQYYPPQQQQQAGQQRISMQEIQTQPQQIRPSQP.... Result: 1 (interaction).